Dataset: Full USPTO retrosynthesis dataset with 1.9M reactions from patents (1976-2016). Task: Predict the reactants needed to synthesize the given product. (1) Given the product [Cl:11][C:12]1[CH:13]=[C:14]([CH:27]([CH2:33][CH3:34])[C:28]([O:30][CH3:31])=[O:29])[CH:15]=[CH:16][C:17]=1[B:18]1[O:22][C:21]([CH3:23])([CH3:24])[C:20]([CH3:25])([CH3:26])[O:19]1, predict the reactants needed to synthesize it. The reactants are: C[Si]([N-][Si](C)(C)C)(C)C.[Li+].[Cl:11][C:12]1[CH:13]=[C:14]([CH2:27][C:28]([O:30][CH3:31])=[O:29])[CH:15]=[CH:16][C:17]=1[B:18]1[O:22][C:21]([CH3:24])([CH3:23])[C:20]([CH3:26])([CH3:25])[O:19]1.I[CH2:33][CH3:34].[Cl-].[NH4+]. (2) Given the product [Br:1][C:2]1[N:7]=[C:6]([C:8](=[O:11])[C:9]#[CH:10])[CH:5]=[CH:4][CH:3]=1, predict the reactants needed to synthesize it. The reactants are: [Br:1][C:2]1[N:7]=[C:6]([CH:8]([OH:11])[C:9]#[CH:10])[CH:5]=[CH:4][CH:3]=1.CC(OI1(OC(C)=O)(OC(C)=O)OC(=O)C2C=CC=CC1=2)=O. (3) Given the product [Cl:18][C:2]1[C:3]2[C:4](=[CH:13][S:14][CH:15]=2)[N:5]=[C:6]([C:8]([O:10][CH2:11][CH3:12])=[O:9])[N:7]=1, predict the reactants needed to synthesize it. The reactants are: O[C:2]1[C:3]2[C:4](=[CH:13][S:14][CH:15]=2)[N:5]=[C:6]([C:8]([O:10][CH2:11][CH3:12])=[O:9])[N:7]=1.P(Cl)(Cl)([Cl:18])=O. (4) Given the product [CH3:25][O:24][C:7]1[CH:6]=[CH:5][C:4]2[N:3]=[C:2]([NH:26][C:27]3[CH:28]=[C:29]([OH:34])[C:30]([OH:33])=[CH:31][CH:32]=3)[C:11]3=[N:12][NH:13][CH:14]=[C:10]3[C:9]=2[CH:8]=1, predict the reactants needed to synthesize it. The reactants are: Cl[C:2]1[C:11]2=[N:12][N:13](CC3C=CC(OC)=CC=3)[CH:14]=[C:10]2[C:9]2[CH:8]=[C:7]([O:24][CH3:25])[CH:6]=[CH:5][C:4]=2[N:3]=1.[NH2:26][C:27]1[CH:28]=[C:29]([OH:34])[C:30]([OH:33])=[CH:31][CH:32]=1.Cl. (5) Given the product [CH2:15]([O:22][C:23]1[CH:30]=[CH:29][C:26]([C:27]2[NH:1][N:2]=[C:3]([C:4]3[CH:5]=[N:6][CH:7]=[CH:8][C:9]=3[C:10]([F:11])([F:12])[F:13])[N:14]=2)=[C:25]([OH:31])[CH:24]=1)[C:16]1[CH:17]=[CH:18][CH:19]=[CH:20][CH:21]=1, predict the reactants needed to synthesize it. The reactants are: [NH2:1][NH:2][C:3](=[NH:14])[C:4]1[C:9]([C:10]([F:13])([F:12])[F:11])=[CH:8][CH:7]=[N:6][CH:5]=1.[CH2:15]([O:22][C:23]1[CH:30]=[CH:29][C:26]([CH:27]=O)=[C:25]([OH:31])[CH:24]=1)[C:16]1[CH:21]=[CH:20][CH:19]=[CH:18][CH:17]=1. (6) Given the product [Cl:1][C:2]1[C:3]([NH:25][C@@H:26]2[C@@H:31]3[CH2:32][C@@H:28]([CH:29]=[CH:30]3)[C@@H:27]2[C:33]([NH2:35])=[O:34])=[C:4]2[N:10]=[C:9]([C:11]3[CH:16]=[CH:15][C:14]([O:17][CH3:18])=[CH:13][C:12]=3[CH:19]3[CH2:20][CH2:21][N:22]([CH2:36][C@@H:37]([OH:39])[CH3:38])[CH2:23][CH2:24]3)[NH:8][C:5]2=[N:6][CH:7]=1, predict the reactants needed to synthesize it. The reactants are: [Cl:1][C:2]1[C:3]([NH:25][C@@H:26]2[C@@H:31]3[CH2:32][C@@H:28]([CH:29]=[CH:30]3)[C@@H:27]2[C:33]([NH2:35])=[O:34])=[C:4]2[N:10]=[C:9]([C:11]3[CH:16]=[CH:15][C:14]([O:17][CH3:18])=[CH:13][C:12]=3[CH:19]3[CH2:24][CH2:23][NH:22][CH2:21][CH2:20]3)[NH:8][C:5]2=[N:6][CH:7]=1.[CH2:36]1[O:39][C@@H:37]1[CH3:38]. (7) The reactants are: [Cl:1][C:2]1[CH:7]=[CH:6][C:5]([NH2:8])=[C:4]([CH3:9])[CH:3]=1.Br[C:11]1[CH:16]=[CH:15][C:14]([C:17]([C:19]2[CH:24]=[C:23]([OH:25])[CH:22]=[CH:21][C:20]=2[F:26])=[O:18])=[C:13]([Cl:27])[CH:12]=1.C1C=CC(P(C2C=CC3C(=CC=CC=3)C=2C2C3C(=CC=CC=3)C=CC=2P(C2C=CC=CC=2)C2C=CC=CC=2)C2C=CC=CC=2)=CC=1.C([O-])([O-])=O.[Cs+].[Cs+]. Given the product [Cl:27][C:13]1[CH:12]=[C:11]([NH:8][C:5]2[CH:6]=[CH:7][C:2]([Cl:1])=[CH:3][C:4]=2[CH3:9])[CH:16]=[CH:15][C:14]=1[C:17]([C:19]1[CH:24]=[C:23]([OH:25])[CH:22]=[CH:21][C:20]=1[F:26])=[O:18], predict the reactants needed to synthesize it.